From a dataset of Reaction yield outcomes from USPTO patents with 853,638 reactions. Predict the reaction yield, written as a fraction of the theoretical maximum amount of product (1.0 means a 100% yield; for example, 0.34 means a 34% yield). (1) The reactants are [CH3:1][O:2][C:3]1[CH:8]=[CH:7][C:6]([CH:9]2[C:18]3[C:13](=[CH:14][C:15]([O:19][CH2:20][CH2:21][CH2:22][N:23]4[CH2:28][CH2:27][CH2:26][CH2:25][CH2:24]4)=[CH:16][CH:17]=3)[CH2:12][NH:11][CH2:10]2)=[CH:5][CH:4]=1.C([O-])([O-])=O.[K+].[K+].Br[CH2:36][CH2:37][CH2:38][OH:39]. The catalyst is CN(C=O)C.CCOC(C)=O. The product is [CH3:1][O:2][C:3]1[CH:4]=[CH:5][C:6]([CH:9]2[C:18]3[C:13](=[CH:14][C:15]([O:19][CH2:20][CH2:21][CH2:22][N:23]4[CH2:28][CH2:27][CH2:26][CH2:25][CH2:24]4)=[CH:16][CH:17]=3)[CH2:12][N:11]([CH2:36][CH2:37][CH2:38][OH:39])[CH2:10]2)=[CH:7][CH:8]=1. The yield is 0.0300. (2) The reactants are [Br:1][C:2]1[CH:3]=[C:4]([CH:8]([F:12])[C:9](O)=[O:10])[CH:5]=[CH:6][CH:7]=1.[CH3:13][NH:14][CH3:15].CN(C(ON1N=NC2C=CC=NC1=2)=[N+](C)C)C.F[P-](F)(F)(F)(F)F.CCN(C(C)C)C(C)C. The catalyst is CN(C=O)C.C(OCC)(=O)C. The product is [Br:1][C:2]1[CH:3]=[C:4]([CH:8]([F:12])[C:9]([N:14]([CH3:15])[CH3:13])=[O:10])[CH:5]=[CH:6][CH:7]=1. The yield is 0.440. (3) The reactants are Cl.[NH2:2]O.C(O[CH:7]1[CH:16](C)[CH2:15][C:14]2[CH2:13][CH2:12][C:11]3[CH:18]=[CH:19][CH:20]=[CH:21][C:10]=3[C:9]=2O1)C. The catalyst is C(#N)C. The product is [N:2]1[C:9]2[C:10]3[CH:21]=[CH:20][CH:19]=[CH:18][C:11]=3[CH2:12][CH2:13][C:14]=2[CH:15]=[CH:16][CH:7]=1. The yield is 0.450. (4) The reactants are [CH3:1][N:2]1[C:6](=[O:7])[CH:5]=[CH:4][C:3]1=[O:8].[Br:9]Br.C(N(CC)CC)C. The catalyst is CO.O1CCCC1. The product is [CH3:1][N:2]1[C:6](=[O:7])[CH:5]=[C:4]([Br:9])[C:3]1=[O:8]. The yield is 0.660. (5) The reactants are [NH2:1][C:2]1[C:11]2[CH:10]=[CH:9][CH:8]=[C:7](Br)[C:6]=2[N:5]=[C:4]2[CH2:13][N:14]([CH:17]3[CH2:19][CH2:18]3)[C:15](=[O:16])[C:3]=12.[F:20][C:21]1[CH:26]=[CH:25][C:24]([O:27][CH3:28])=[CH:23][C:22]=1B(O)O. No catalyst specified. The product is [NH2:1][C:2]1[C:11]2[CH:10]=[CH:9][CH:8]=[C:7]([C:22]3[CH:23]=[C:24]([O:27][CH3:28])[CH:25]=[CH:26][C:21]=3[F:20])[C:6]=2[N:5]=[C:4]2[CH2:13][N:14]([CH:17]3[CH2:19][CH2:18]3)[C:15](=[O:16])[C:3]=12. The yield is 0.700. (6) The reactants are [Cl:1][C:2]1[S:10][C:9]2[S:8](=[O:12])(=[O:11])[N:7]=[C:6](F)[NH:5][C:4]=2[CH:3]=1.Cl.[CH3:15][C:16]1([NH2:22])[CH2:21][CH2:20][CH2:19][CH2:18][CH2:17]1.C(N(CC)CC)C.C. The catalyst is C(O)C.[OH-].[Na+]. The product is [Cl:1][C:2]1[S:10][C:9]2[S:8](=[O:12])(=[O:11])[N:7]=[C:6]([NH:22][C:16]3([CH3:15])[CH2:21][CH2:20][CH2:19][CH2:18][CH2:17]3)[NH:5][C:4]=2[CH:3]=1. The yield is 0.0800. (7) The reactants are [CH2:1]([C:3]1[S:7][C:6]2[CH:8]=[C:9]([O:12]C)[CH:10]=[CH:11][C:5]=2[CH:4]=1)[CH3:2].B(Br)(Br)Br. No catalyst specified. The product is [CH2:1]([C:3]1[S:7][C:6]2[CH:8]=[C:9]([OH:12])[CH:10]=[CH:11][C:5]=2[CH:4]=1)[CH3:2]. The yield is 0.820.